This data is from Reaction yield outcomes from USPTO patents with 853,638 reactions. The task is: Predict the reaction yield, written as a fraction of the theoretical maximum amount of product (1.0 means a 100% yield; for example, 0.34 means a 34% yield). (1) The reactants are [CH2:1]([C:3]1[CH:8]=[CH:7][CH:6]=[CH:5][C:4]=1[OH:9])[CH3:2].[C:10]1(=O)[O:15][C:13](=[O:14])[C:12]2=[CH:16][CH:17]=[CH:18][CH:19]=[C:11]12. The catalyst is [Cl-].[Zn+2].[Cl-]. The product is [OH:9][C:4]1[CH:5]=[CH:6][C:7]([C:10]2([C:7]3[CH:6]=[CH:5][C:4]([OH:9])=[C:3]([CH2:1][CH3:2])[CH:8]=3)[C:11]3[C:12](=[CH:16][CH:17]=[CH:18][CH:19]=3)[C:13](=[O:14])[O:15]2)=[CH:8][C:3]=1[CH2:1][CH3:2]. The yield is 0.920. (2) The reactants are [Cl:1][C:2]1[O:3][C:4]2[CH:10]=[CH:9][C:8]([C:11]3([CH2:16][CH3:17])OCC[O:12]3)=[CH:7][C:5]=2[CH:6]=1.Cl. The catalyst is CO. The product is [Cl:1][C:2]1[O:3][C:4]2[CH:10]=[CH:9][C:8]([C:11](=[O:12])[CH2:16][CH3:17])=[CH:7][C:5]=2[CH:6]=1. The yield is 0.680. (3) The reactants are I[C:2]1[CH:3]=[C:4]([C:20]([NH:22][CH2:23][C:24]2[CH:29]=[CH:28][C:27]([S:30]([CH3:33])(=[O:32])=[O:31])=[CH:26][CH:25]=2)=[O:21])[C:5](=[O:19])[N:6]([C:9]2[CH:14]=[CH:13][CH:12]=[C:11]([C:15]([F:18])([F:17])[F:16])[CH:10]=2)[C:7]=1[CH3:8].C([Sn](CCCC)(CCCC)[C:39]1[N:44]=[CH:43][CH:42]=[CH:41][N:40]=1)CCC.C1(P(C2C=CC=CC=2)C2C=CC=CC=2)C=CC=CC=1. The catalyst is C1(C)C=CC=CC=1.C1C=CC(/C=C/C(/C=C/C2C=CC=CC=2)=O)=CC=1.C1C=CC(/C=C/C(/C=C/C2C=CC=CC=2)=O)=CC=1.C1C=CC(/C=C/C(/C=C/C2C=CC=CC=2)=O)=CC=1.[Pd].[Pd]. The product is [CH3:8][C:7]1[N:6]([C:9]2[CH:14]=[CH:13][CH:12]=[C:11]([C:15]([F:17])([F:18])[F:16])[CH:10]=2)[C:5](=[O:19])[C:4]([C:20]([NH:22][CH2:23][C:24]2[CH:25]=[CH:26][C:27]([S:30]([CH3:33])(=[O:32])=[O:31])=[CH:28][CH:29]=2)=[O:21])=[CH:3][C:2]=1[C:39]1[N:44]=[CH:43][CH:42]=[CH:41][N:40]=1. The yield is 0.270.